Task: Predict the reaction yield, written as a fraction of the theoretical maximum amount of product (1.0 means a 100% yield; for example, 0.34 means a 34% yield).. Dataset: Reaction yield outcomes from USPTO patents with 853,638 reactions The reactants are [F:1][C:2]1[C:7]([C:8]([OH:10])=[O:9])=[C:6]([CH3:11])[C:5]([N+:12]([O-:14])=[O:13])=[CH:4][CH:3]=1.OS(O)(=O)=O.[Br:20]N1C(C)(C)C(=O)N(Br)C1=O. The catalyst is O. The product is [Br:20][C:3]1[C:2]([F:1])=[C:7]([C:6]([CH3:11])=[C:5]([N+:12]([O-:14])=[O:13])[CH:4]=1)[C:8]([OH:10])=[O:9]. The yield is 0.880.